Task: Predict the reactants needed to synthesize the given product.. Dataset: Full USPTO retrosynthesis dataset with 1.9M reactions from patents (1976-2016) Given the product [C:1]([C:3]1[CH:4]=[C:5]([CH:16]=[CH:17][CH:18]=1)[C:6]([NH:8][C:9]1[C:10]([NH:15][C:34](=[O:35])[C:33]2[CH:37]=[CH:38][C:30]([C:26]([CH3:28])([CH3:27])[CH3:29])=[CH:31][CH:32]=2)=[CH:11][CH:12]=[CH:13][CH:14]=1)=[O:7])#[N:2], predict the reactants needed to synthesize it. The reactants are: [C:1]([C:3]1[CH:4]=[C:5]([CH:16]=[CH:17][CH:18]=1)[C:6]([NH:8][C:9]1[C:10]([NH2:15])=[CH:11][CH:12]=[CH:13][CH:14]=1)=[O:7])#[N:2].C(N(CC)CC)C.[C:26]([C:30]1[CH:38]=[CH:37][C:33]([C:34](Cl)=[O:35])=[CH:32][CH:31]=1)([CH3:29])([CH3:28])[CH3:27].